Task: Predict which catalyst facilitates the given reaction.. Dataset: Catalyst prediction with 721,799 reactions and 888 catalyst types from USPTO (1) Reactant: CC(C)([O-])C.[K+].[Si:7]([O:14][CH:15]([CH2:25][N:26]1[C:38]2[C:37]3[CH:36]=[CH:35][CH:34]=[CH:33][C:32]=3[N:31]=[CH:30][C:29]=2[N:28]=[C:27]1[CH2:39]Cl)[CH2:16][NH:17][C:18](=[O:24])[O:19][C:20]([CH3:23])([CH3:22])[CH3:21])([C:10]([CH3:13])([CH3:12])[CH3:11])([CH3:9])[CH3:8]. Product: [Si:7]([O:14][CH:15]1[CH2:25][N:26]2[C:38]3[C:37]4[C:32](=[CH:33][CH:34]=[CH:35][CH:36]=4)[N:31]=[CH:30][C:29]=3[N:28]=[C:27]2[CH2:39][N:17]([C:18]([O:19][C:20]([CH3:23])([CH3:22])[CH3:21])=[O:24])[CH2:16]1)([C:10]([CH3:13])([CH3:12])[CH3:11])([CH3:9])[CH3:8]. The catalyst class is: 7. (2) The catalyst class is: 2. Product: [CH3:1][C@@H:2]1[NH:3][CH2:4][CH2:5][N:6]([C:8]2[CH:9]=[CH:10][C:11]([N+:14]([O-:16])=[O:15])=[CH:12][CH:13]=2)[CH2:7]1. Reactant: [CH3:1][C@H:2]1[CH2:7][N:6]([C:8]2[CH:13]=[CH:12][C:11]([N+:14]([O-:16])=[O:15])=[CH:10][CH:9]=2)[CH2:5][CH2:4][N:3]1C(OC(C)(C)C)=O.FC(F)(F)C(O)=O. (3) Reactant: [Li]CCCC.C(NC(C)C)(C)C.[CH3:13][O:14][C:15]1[CH:54]=[CH:53][C:18]([CH2:19][O:20][CH2:21][C@H:22]([CH3:52])[C@H:23]([O:44][Si:45]([C:48]([CH3:51])([CH3:50])[CH3:49])([CH3:47])[CH3:46])[C@@H:24]([CH3:43])[CH2:25][C@@H:26]([CH3:42])[C:27](N2[C@H](CC3C=CC=CC=3)COC2=O)=[O:28])=[CH:17][CH:16]=1. Product: [CH3:13][O:14][C:15]1[CH:16]=[CH:17][C:18]([CH2:19][O:20][CH2:21][C@H:22]([CH3:52])[C@H:23]([O:44][Si:45]([C:48]([CH3:51])([CH3:50])[CH3:49])([CH3:47])[CH3:46])[C@@H:24]([CH3:43])[CH2:25][C@@H:26]([CH3:42])[CH2:27][OH:28])=[CH:53][CH:54]=1. The catalyst class is: 1. (4) Reactant: C(O[C:9]1[CH:14]=C[C:12]([C:15]2[CH:16]=[C:17]([C:22]([O:24][CH2:25][CH3:26])=[O:23])[C:18](=[O:21])[NH:19][N:20]=2)=[CH:11][CH:10]=1)C1C=CC=CC=1.Cl.Cl.[NH2:29]N. Product: [N:29]1[CH:14]=[CH:9][CH:10]=[CH:11][C:12]=1[C:15]1[CH:16]=[C:17]([C:22]([O:24][CH2:25][CH3:26])=[O:23])[C:18](=[O:21])[NH:19][N:20]=1. The catalyst class is: 8.